This data is from Reaction yield outcomes from USPTO patents with 853,638 reactions. The task is: Predict the reaction yield, written as a fraction of the theoretical maximum amount of product (1.0 means a 100% yield; for example, 0.34 means a 34% yield). (1) The reactants are [CH3:1][O:2][C:3]1[CH:8]=[CH:7][C:6]([C:9]2[CH:14]=[CH:13][C:12](/[CH:15]=[CH:16]/[C:17]([O:19][CH2:20][CH3:21])=[O:18])=[CH:11][CH:10]=2)=[CH:5][CH:4]=1.C(O)(=O)C. The catalyst is C(OCC)(=O)C. The product is [CH3:1][O:2][C:3]1[CH:4]=[CH:5][C:6]([C:9]2[CH:14]=[CH:13][C:12]([CH2:15][CH2:16][C:17]([O:19][CH2:20][CH3:21])=[O:18])=[CH:11][CH:10]=2)=[CH:7][CH:8]=1. The yield is 0.714. (2) The reactants are [CH3:1][C@@:2]1([CH2:13][N:14]2[CH2:19][CH2:18][N:17]([C:20]([O:22]C(C)(C)C)=O)[CH2:16][CH2:15]2)[O:6][C:5]2=[N:7][C:8]([N+:10]([O-:12])=[O:11])=[CH:9][N:4]2[CH2:3]1.FC(F)(F)C(O)=O.C(N(CC)CC)C.[F:41][C:42]([F:54])([F:53])[C:43]1[CH:48]=[CH:47][C:46]([CH:49]=[CH:50][CH2:51][NH2:52])=[CH:45][CH:44]=1.C(N1C=CN=C1)(N1C=CN=C1)=O. The catalyst is O.CN(C=O)C.C(Cl)Cl. The product is [F:41][C:42]([F:53])([F:54])[C:43]1[CH:44]=[CH:45][C:46]([CH:49]=[CH:50][CH2:51][NH:52][C:20]([N:17]2[CH2:18][CH2:19][N:14]([CH2:13][C@:2]3([CH3:1])[O:6][C:5]4=[N:7][C:8]([N+:10]([O-:12])=[O:11])=[CH:9][N:4]4[CH2:3]3)[CH2:15][CH2:16]2)=[O:22])=[CH:47][CH:48]=1. The yield is 0.960. (3) The reactants are Cl[CH2:2][C:3]1[S:7][C:6]([C:8]2[NH:9][C:10]3[C:15]([CH:16]=2)=[CH:14][CH:13]=[CH:12][C:11]=3[N:17]([CH2:26][CH:27]2[CH2:29][CH2:28]2)[S:18]([C:21]2[S:22][CH:23]=[CH:24][CH:25]=2)(=[O:20])=[O:19])=[N:5][CH:4]=1.C(N(CC)CC)C.[C:37]([N:40]1[CH2:45][CH2:44][NH:43][CH2:42][CH2:41]1)(=[O:39])[CH3:38].CN(C)C=O. The catalyst is O. The product is [C:37]([N:40]1[CH2:45][CH2:44][N:43]([CH2:2][C:3]2[S:7][C:6]([C:8]3[NH:9][C:10]4[C:15]([CH:16]=3)=[CH:14][CH:13]=[CH:12][C:11]=4[N:17]([CH2:26][CH:27]3[CH2:29][CH2:28]3)[S:18]([C:21]3[S:22][CH:23]=[CH:24][CH:25]=3)(=[O:20])=[O:19])=[N:5][CH:4]=2)[CH2:42][CH2:41]1)(=[O:39])[CH3:38]. The yield is 0.760. (4) The reactants are [NH2:1][C@H:2]([CH:8]([CH3:10])[CH3:9])[CH2:3][C:4]([O:6][CH3:7])=[O:5].CCN(C(C)C)C(C)C.[N-:20]=[C:21]=[O:22].[C:23]([C:27]1[CH:32]=[CH:31][CH:30]=[CH:29][CH:28]=1)([CH3:26])([CH3:25])[CH3:24]. The catalyst is C(Cl)Cl. The product is [C:23]([C:27]1[CH:32]=[CH:31][C:30]([NH:20][C:21](=[O:22])[NH:1][C@H:2]([CH:8]([CH3:10])[CH3:9])[CH2:3][C:4]([O:6][CH3:7])=[O:5])=[CH:29][CH:28]=1)([CH3:26])([CH3:25])[CH3:24]. The yield is 0.680. (5) The reactants are [Cl:1][C:2]1[CH:10]=[C:9]([Cl:11])[CH:8]=[CH:7][C:3]=1[C:4]([OH:6])=O.CN(C(ON1N=NC2C=CC=CC1=2)=[N+](C)C)C.[B-](F)(F)(F)F.CN1CCOCC1.[N:41]1([CH2:45][C@@H:46]([NH:50][CH3:51])[CH2:47][CH2:48][CH3:49])[CH2:44][CH2:43][CH2:42]1. The catalyst is CN(C=O)C. The product is [N:41]1([CH2:45][C@@H:46]([N:50]([CH3:51])[C:4](=[O:6])[C:3]2[CH:7]=[CH:8][C:9]([Cl:11])=[CH:10][C:2]=2[Cl:1])[CH2:47][CH2:48][CH3:49])[CH2:44][CH2:43][CH2:42]1. The yield is 0.620. (6) The reactants are [C:1]1([C:7]([OH:9])=[O:8])([C:4](O)=[O:5])[CH2:3][CH2:2]1.C(N(CC)CC)C.S(Cl)(Cl)=O.[F:21][C:22]1[CH:28]=[CH:27][C:25]([NH2:26])=[CH:24][CH:23]=1. The catalyst is C1COCC1.C(OCC)(=O)C. The product is [F:21][C:22]1[CH:28]=[CH:27][C:25]([NH:26][C:4]([C:1]2([C:7]([OH:9])=[O:8])[CH2:3][CH2:2]2)=[O:5])=[CH:24][CH:23]=1. The yield is 0.652.